This data is from Full USPTO retrosynthesis dataset with 1.9M reactions from patents (1976-2016). The task is: Predict the reactants needed to synthesize the given product. (1) Given the product [C:29]1([CH3:39])[CH:30]=[CH:31][C:32]([S:35]([OH:38])(=[O:36])=[O:37])=[CH:33][CH:34]=1.[NH:8]1[CH2:12][CH2:11][C@H:10]([O:13][C:14]2[CH:26]=[CH:25][C:24]3[C:23]4[C:18](=[CH:19][CH:20]=[CH:21][CH:22]=4)[C:17](=[O:27])[C:16]=3[CH:15]=2)[CH2:9]1, predict the reactants needed to synthesize it. The reactants are: C([N:8]1[CH2:12][CH2:11][C@H:10]([O:13][C:14]2[CH:26]=[CH:25][C:24]3[C:23]4[C:18](=[CH:19][CH:20]=[CH:21][CH:22]=4)[C:17](=[O:27])[C:16]=3[CH:15]=2)[CH2:9]1)(OC(C)(C)C)=O.O.[C:29]1([CH3:39])[CH:34]=[CH:33][C:32]([S:35]([OH:38])(=[O:37])=[O:36])=[CH:31][CH:30]=1. (2) Given the product [Cl:9][C:10]1[C:15]([N:3]2[CH2:7][CH2:6][CH2:5][C:4]2=[O:8])=[N:14][CH:13]=[CH:12][N:11]=1, predict the reactants needed to synthesize it. The reactants are: [H-].[Na+].[NH:3]1[CH2:7][CH2:6][CH2:5][C:4]1=[O:8].[Cl:9][C:10]1[C:15](Cl)=[N:14][CH:13]=[CH:12][N:11]=1.